This data is from Peptide-MHC class I binding affinity with 185,985 pairs from IEDB/IMGT. The task is: Regression. Given a peptide amino acid sequence and an MHC pseudo amino acid sequence, predict their binding affinity value. This is MHC class I binding data. (1) The peptide sequence is FMRERQLPQ. The MHC is HLA-A02:01 with pseudo-sequence HLA-A02:01. The binding affinity (normalized) is 0.213. (2) The peptide sequence is QTPGVKIAP. The MHC is HLA-A11:01 with pseudo-sequence HLA-A11:01. The binding affinity (normalized) is 0.0847.